Dataset: Peptide-MHC class I binding affinity with 185,985 pairs from IEDB/IMGT. Task: Regression. Given a peptide amino acid sequence and an MHC pseudo amino acid sequence, predict their binding affinity value. This is MHC class I binding data. (1) The peptide sequence is VVSTGYHFR. The MHC is HLA-A33:01 with pseudo-sequence HLA-A33:01. The binding affinity (normalized) is 0.656. (2) The binding affinity (normalized) is 0.504. The peptide sequence is LIWAYLSKK. The MHC is HLA-A68:01 with pseudo-sequence HLA-A68:01. (3) The peptide sequence is TTIFFRADK. The MHC is HLA-B08:03 with pseudo-sequence HLA-B08:03. The binding affinity (normalized) is 0.0847. (4) The peptide sequence is YFTEVYYQL. The MHC is HLA-A29:02 with pseudo-sequence HLA-A29:02. The binding affinity (normalized) is 0.609. (5) The peptide sequence is RVATENIAV. The MHC is HLA-A02:01 with pseudo-sequence HLA-A02:01. The binding affinity (normalized) is 0.711. (6) The peptide sequence is MHFRGGCIH. The MHC is Mamu-A07 with pseudo-sequence Mamu-A07. The binding affinity (normalized) is 0.